Dataset: Full USPTO retrosynthesis dataset with 1.9M reactions from patents (1976-2016). Task: Predict the reactants needed to synthesize the given product. (1) Given the product [OH:29][CH2:28][C@@H:17]1[CH:18]2[C@:23]([CH3:24])([CH2:22][CH2:21][C:20](=[O:50])[CH2:19]2)[C@@H:25]2[C@H:15]([C@H:6]3[C@@:4]([CH2:27][CH2:26]2)([CH3:5])[C:3](=[O:2])[CH2:8][CH2:7]3)[CH2:16]1, predict the reactants needed to synthesize it. The reactants are: C1CO[C:8]23OCCO[C:3]2([C@:4]2([CH2:27][CH2:26][C@H:25]4[C@@H:15]([CH2:16][C@H:17]([CH2:28][OH:29])[CH:18]5[C@:23]4([CH3:24])[CH2:22][CH2:21][CH2:20][CH2:19]5)[C@@H:6]2[CH2:7]3)[CH3:5])[O:2]1.C([C@@H]1C2[C@](C)(CCC(=[O:50])C2)[C@@H]2[C@H]([C@H]3[C@@](CC2)(C)C(=O)CC3)C1)#N. (2) Given the product [NH2:7][C@@H:8]1[C:14](=[O:15])[NH:13][C:12]2[CH:16]=[CH:17][C:18]([C:20]3[NH:24][N:23]=[N:22][N:21]=3)=[CH:19][C:11]=2[CH2:10][CH2:9]1, predict the reactants needed to synthesize it. The reactants are: C(OC(=O)[NH:7][C@@H:8]1[C:14](=[O:15])[NH:13][C:12]2[CH:16]=[CH:17][C:18]([C:20]3[NH:24][N:23]=[N:22][N:21]=3)=[CH:19][C:11]=2[CH2:10][CH2:9]1)(C)(C)C.Cl. (3) The reactants are: Br[C:2]1[CH:3]=[C:4]2[C:8](=[CH:9][CH:10]=1)[NH:7][CH2:6][C:5]2([CH3:12])[CH3:11].[N+](C1C=C(B(O)O)C=CC=1)([O-])=[O:14].C(=O)([O-])[O-].[Na+].[Na+]. Given the product [CH3:11][C:5]1([CH3:12])[C:4]2[C:8](=[CH:9][CH:10]=[CH:2][CH:3]=2)[NH:7][C:6]1=[O:14], predict the reactants needed to synthesize it. (4) Given the product [NH2:11][C:9]1[N:8]=[CH:7][N:6]=[C:5]2[N:4]([CH:12]3[CH2:17][CH2:16][N:15]([CH3:18])[CH2:14][CH2:13]3)[N:3]=[C:2]([C:32]3[CH:31]=[CH:30][C:29]([NH:28][C:26]4[O:27][C:23]5[C:22]([CH3:45])=[CH:21][C:20]([CH3:19])=[CH:44][C:24]=5[N:25]=4)=[CH:34][CH:33]=3)[C:10]=12, predict the reactants needed to synthesize it. The reactants are: I[C:2]1[C:10]2[C:5](=[N:6][CH:7]=[N:8][C:9]=2[NH2:11])[N:4]([CH:12]2[CH2:17][CH2:16][N:15]([CH3:18])[CH2:14][CH2:13]2)[N:3]=1.[CH3:19][C:20]1[CH:21]=[C:22]([CH3:45])[C:23]2[O:27][C:26]([NH:28][C:29]3[CH:34]=[CH:33][C:32](B4OC(C)(C)C(C)(C)O4)=[CH:31][CH:30]=3)=[N:25][C:24]=2[CH:44]=1.C(=O)([O-])[O-].[Na+].[Na+]. (5) Given the product [NH2:20][C:21]1[CH:29]=[CH:28][C:24]([C:25]([O:10][CH2:11][CH2:12][CH2:13][CH2:14][C:15]([CH3:19])=[C:16]([F:18])[F:17])=[O:26])=[CH:23][N:22]=1, predict the reactants needed to synthesize it. The reactants are: CN(C)C=O.CS([O:10][CH2:11][CH2:12][CH2:13][CH2:14][C:15]([CH3:19])=[C:16]([F:18])[F:17])(=O)=O.[NH2:20][C:21]1[CH:29]=[CH:28][C:24]([C:25](O)=[O:26])=[CH:23][N:22]=1.C(=O)([O-])O.[Na+].